The task is: Predict the product of the given reaction.. This data is from Forward reaction prediction with 1.9M reactions from USPTO patents (1976-2016). (1) Given the reactants [Cl:1][C:2]1[CH:3]=[CH:4][C:5]([O:36][CH2:37][CH:38]([CH3:40])[CH3:39])=[C:6]([CH2:8][N:9]2[C:13]([CH2:14][CH3:15])=[CH:12][C:11]([NH:16][C:17]([C:19]3[CH:20]=[C:21]4[C:26](=[CH:27][CH:28]=3)[CH2:25][N:24](C(OC(C)(C)C)=O)[CH2:23][CH2:22]4)=[O:18])=[N:10]2)[CH:7]=1.Cl, predict the reaction product. The product is: [ClH:1].[Cl:1][C:2]1[CH:3]=[CH:4][C:5]([O:36][CH2:37][CH:38]([CH3:39])[CH3:40])=[C:6]([CH2:8][N:9]2[C:13]([CH2:14][CH3:15])=[CH:12][C:11]([NH:16][C:17]([C:19]3[CH:20]=[C:21]4[C:26](=[CH:27][CH:28]=3)[CH2:25][NH:24][CH2:23][CH2:22]4)=[O:18])=[N:10]2)[CH:7]=1. (2) Given the reactants [CH:1]1([O:6][C:7](=[O:33])[C@@H:8]([NH:16][CH2:17][C:18]2[CH:23]=[CH:22][C:21]([CH2:24][NH:25]C(OC(C)(C)C)=O)=[CH:20][CH:19]=2)[CH2:9][C:10]2[CH:15]=[CH:14][CH:13]=[CH:12][CH:11]=2)[CH2:5][CH2:4][CH2:3][CH2:2]1.Cl.O1CCOCC1, predict the reaction product. The product is: [CH:1]1([O:6][C:7](=[O:33])[C@@H:8]([NH:16][CH2:17][C:18]2[CH:19]=[CH:20][C:21]([CH2:24][NH2:25])=[CH:22][CH:23]=2)[CH2:9][C:10]2[CH:15]=[CH:14][CH:13]=[CH:12][CH:11]=2)[CH2:2][CH2:3][CH2:4][CH2:5]1. (3) Given the reactants [CH:1]1(P(C2CCCCC2)C2C=CC=CC=2C2C(C(C)C)=CC(C(C)C)=CC=2C(C)C)CCCCC1.[NH2:35][C:36]1[C:37]([Cl:51])=[N:38][C:39]([Cl:50])=[CH:40][C:41]=1[NH:42][C:43](=[O:49])[O:44][C:45]([CH3:48])([CH3:47])[CH3:46].C([O-])([O-])=O.[Cs+].[Cs+].CI, predict the reaction product. The product is: [Cl:51][C:37]1[C:36]([NH:35][CH3:1])=[C:41]([NH:42][C:43](=[O:49])[O:44][C:45]([CH3:46])([CH3:47])[CH3:48])[CH:40]=[C:39]([Cl:50])[N:38]=1. (4) Given the reactants [Na].[NH:2]1[CH:6]=[N:5][CH:4]=[N:3]1.Br[CH2:8][C:9]1[CH:16]=[CH:15][C:12]([C:13]#[N:14])=[CH:11][CH:10]=1.O, predict the reaction product. The product is: [N:2]1([CH2:8][C:9]2[CH:16]=[CH:15][C:12]([C:13]#[N:14])=[CH:11][CH:10]=2)[CH:6]=[N:5][CH:4]=[N:3]1. (5) Given the reactants [Cl:1][C:2]1[N:7]=[CH:6][C:5]2[C:8]([CH:30]=[CH2:31])=[N:9][N:10]([C:11]([C:24]3[CH:29]=[CH:28][CH:27]=[CH:26][CH:25]=3)([C:18]3[CH:23]=[CH:22][CH:21]=[CH:20][CH:19]=3)[C:12]3[CH:17]=[CH:16][CH:15]=[CH:14][CH:13]=3)[C:4]=2[CH:3]=1.COC1C=CC=C(OC)C=1C1C=CC=CC=1P(C1CCCCC1)C1CCCCC1.[Br-].[CH2:62]([O:64][C:65](=[O:69])CC[Zn+])[CH3:63], predict the reaction product. The product is: [Cl:1][C:2]1[N:7]=[CH:6][C:5]2[C:8]([CH2:30][CH2:31][C:65]([O:64][CH2:62][CH3:63])=[O:69])=[N:9][N:10]([C:11]([C:12]3[CH:17]=[CH:16][CH:15]=[CH:14][CH:13]=3)([C:18]3[CH:19]=[CH:20][CH:21]=[CH:22][CH:23]=3)[C:24]3[CH:25]=[CH:26][CH:27]=[CH:28][CH:29]=3)[C:4]=2[CH:3]=1.